This data is from Forward reaction prediction with 1.9M reactions from USPTO patents (1976-2016). The task is: Predict the product of the given reaction. Given the reactants O[Li].O.C([O:7][C:8]1[C:13]([CH3:14])=[C:12]([C:15]2[O:16][C:17]3[CH:23]=[CH:22][CH:21]=[CH:20][C:18]=3[CH:19]=2)[O:11][C:10](=[O:24])[C:9]=1[CH3:25])(=O)C, predict the reaction product. The product is: [O:16]1[C:17]2[CH:23]=[CH:22][CH:21]=[CH:20][C:18]=2[CH:19]=[C:15]1[C:12]1[O:11][C:10](=[O:24])[C:9]([CH3:25])=[C:8]([OH:7])[C:13]=1[CH3:14].